Dataset: Reaction yield outcomes from USPTO patents with 853,638 reactions. Task: Predict the reaction yield, written as a fraction of the theoretical maximum amount of product (1.0 means a 100% yield; for example, 0.34 means a 34% yield). The reactants are [Br-].[NH2:2][C:3]([C:5]1[CH:6]=[C:7]([CH:34]=[CH:35][CH:36]=1)[O:8][CH2:9][CH2:10][CH2:11][CH2:12][CH2:13][CH2:14][P+](C1C=CC=CC=1)(C1C=CC=CC=1)C1C=CC=CC=1)=[O:4].C[Si]([N-][Si](C)(C)C)(C)C.[K+].[S:47]1[CH:51]=[CH:50][C:49]([CH:52]=O)=[CH:48]1. The catalyst is C1(C)C=CC=CC=1. The product is [S:47]1[CH:51]=[CH:50][C:49](/[CH:52]=[CH:14]\[CH2:13][CH2:12][CH2:11][CH2:10][CH2:9][O:8][C:7]2[CH:6]=[C:5]([C:3]([NH2:2])=[O:4])[CH:36]=[CH:35][CH:34]=2)=[CH:48]1. The yield is 0.350.